Dataset: Peptide-MHC class II binding affinity with 134,281 pairs from IEDB. Task: Regression. Given a peptide amino acid sequence and an MHC pseudo amino acid sequence, predict their binding affinity value. This is MHC class II binding data. (1) The peptide sequence is TDIFSPENKAFKNNLSRF. The MHC is DRB1_0101 with pseudo-sequence DRB1_0101. The binding affinity (normalized) is 0. (2) The peptide sequence is ITVVLHKTSEPGKYTA. The MHC is DRB1_0701 with pseudo-sequence DRB1_0701. The binding affinity (normalized) is 0.241. (3) The peptide sequence is GFAPAAAQAVETAAQ. The MHC is HLA-DQA10501-DQB10301 with pseudo-sequence HLA-DQA10501-DQB10301. The binding affinity (normalized) is 0.611. (4) The peptide sequence is QIGNRPGPSRGVQGF. The MHC is HLA-DQA10501-DQB10302 with pseudo-sequence HLA-DQA10501-DQB10302. The binding affinity (normalized) is 0.382. (5) The peptide sequence is LIIGALAGSTLAALVIGGIA. The MHC is DRB3_0101 with pseudo-sequence DRB3_0101. The binding affinity (normalized) is 0.192. (6) The peptide sequence is VKITDKNYEHIAAYH. The MHC is HLA-DQA10102-DQB10602 with pseudo-sequence HLA-DQA10102-DQB10602. The binding affinity (normalized) is 0.167. (7) The peptide sequence is AGLLGNVSTVLLGGV. The MHC is DRB1_0401 with pseudo-sequence DRB1_0401. The binding affinity (normalized) is 0.183.